This data is from Full USPTO retrosynthesis dataset with 1.9M reactions from patents (1976-2016). The task is: Predict the reactants needed to synthesize the given product. Given the product [Cl:24][C:25]1[C:26]([N:31]2[C:35]([C:36]3[O:12][C:11](=[O:13])[C:10]4[C:9]5=[N:8][N:7]([CH2:14][C:15]6[CH:20]=[CH:19][C:18]([O:21][CH3:22])=[CH:17][CH:16]=6)[CH:6]=[C:5]5[CH:4]=[C:3]([CH3:23])[C:2]=4[N:1]=3)=[CH:34][C:33]([O:39][CH3:40])=[N:32]2)=[N:27][CH:28]=[CH:29][CH:30]=1, predict the reactants needed to synthesize it. The reactants are: [NH2:1][C:2]1[C:3]([CH3:23])=[CH:4][C:5]2[C:9]([C:10]=1[C:11]([OH:13])=[O:12])=[N:8][N:7]([CH2:14][C:15]1[CH:20]=[CH:19][C:18]([O:21][CH3:22])=[CH:17][CH:16]=1)[CH:6]=2.[Cl:24][C:25]1[C:26]([N:31]2[C:35]([C:36](O)=O)=[CH:34][C:33]([O:39][CH3:40])=[N:32]2)=[N:27][CH:28]=[CH:29][CH:30]=1.C(Cl)(=O)C(Cl)=O.N1C(C)=CC=CC=1C.CS(Cl)(=O)=O.